From a dataset of Reaction yield outcomes from USPTO patents with 853,638 reactions. Predict the reaction yield, written as a fraction of the theoretical maximum amount of product (1.0 means a 100% yield; for example, 0.34 means a 34% yield). (1) The reactants are C([O:8][C:9]1[CH:14]=[CH:13][C:12]([C:15]2[C:23]3[C:22]([OH:24])=C[C:20](=[O:25])[NH:19][C:18]=3[S:17][CH:16]=2)=[CH:11][CH:10]=1)C1C=CC=CC=1.[Cl:26]N1C(=O)CCC1=O.I[Si](C)(C)C.[CH2:39]([Cl:41])Cl. No catalyst specified. The product is [Cl:26][C:16]1[S:17][C:18]2[NH:19][C:20](=[O:25])[C:39]([Cl:41])=[C:22]([OH:24])[C:23]=2[C:15]=1[C:12]1[CH:13]=[CH:14][C:9]([OH:8])=[CH:10][CH:11]=1. The yield is 0.340. (2) The reactants are [NH2:1][C:2]1[CH:7]=[CH:6][C:5]([CH:8]([C:16]([O:18][C:19]([CH3:22])([CH3:21])[CH3:20])=[O:17])[C:9]([O:11][C:12]([CH3:15])([CH3:14])[CH3:13])=[O:10])=[CH:4][CH:3]=1.[C:23]([O:34][CH3:35])(=[O:33])[CH2:24][CH2:25][CH2:26][CH2:27][CH2:28][CH2:29][C:30]([O-])=[O:31].C(N=C=NCCCN(C)C)C. The catalyst is C(Cl)Cl. The product is [CH3:35][O:34][C:23](=[O:33])[CH2:24][CH2:25][CH2:26][CH2:27][CH2:28][CH2:29][C:30]([NH:1][C:2]1[CH:7]=[CH:6][C:5]([CH:8]([C:9]([O:11][C:12]([CH3:15])([CH3:13])[CH3:14])=[O:10])[C:16]([O:18][C:19]([CH3:22])([CH3:21])[CH3:20])=[O:17])=[CH:4][CH:3]=1)=[O:31]. The yield is 0.901. (3) The reactants are [SH:1][C:2]1[CH:7]=[CH:6][C:5]([OH:8])=[CH:4][CH:3]=1.[OH-].[K+].[C:11]([NH:19][C:20](=[O:23])[CH2:21]Cl)(=[O:18])[C:12]1[CH:17]=[CH:16][CH:15]=[CH:14][CH:13]=1.Cl. The catalyst is O.CO. The product is [C:11]([NH:19][C:20](=[O:23])[CH2:21][S:1][C:2]1[CH:7]=[CH:6][C:5]([OH:8])=[CH:4][CH:3]=1)(=[O:18])[C:12]1[CH:17]=[CH:16][CH:15]=[CH:14][CH:13]=1. The yield is 0.870.